The task is: Predict the reactants needed to synthesize the given product.. This data is from Full USPTO retrosynthesis dataset with 1.9M reactions from patents (1976-2016). (1) Given the product [NH2:6][C:5]([CH3:16])([CH2:4][N:34]1[CH:33]=[C:30]2[N:31]=[CH:32][C:27]([I:26])=[CH:28][C:29]2=[N:35]1)[C:8]#[N:9].[I:1][C:2]1[CH:7]=[N:6][C:5]2=[CH:8][N:9]([CH2:11][C:12](=[O:14])[CH3:13])[N:10]=[C:4]2[CH:3]=1.[I:1][C:2]1[CH:3]=[C:4]2[NH:10][N:9]=[CH:8][C:5]2=[N:6][CH:7]=1, predict the reactants needed to synthesize it. The reactants are: [I:1][C:2]1[CH:7]=[N:6][C:5]2=[CH:8][N:9]([CH2:11][C:12](=[O:14])[CH3:13])[N:10]=[C:4]2[CH:3]=1.Cl[CH2:16]C(=O)C.C(=O)([O-])[O-].[K+].[K+].[I:26][C:27]1[CH:28]=[C:29]2[NH:35][N:34]=[CH:33][C:30]2=[N:31][CH:32]=1. (2) Given the product [NH:1]1[CH2:6][CH2:5][CH2:4][C@@H:3]2[C:7]3[CH:8]=[CH:9][CH:10]=[CH:11][C:12]=3[CH2:13][C@H:2]12.[ClH:14], predict the reactants needed to synthesize it. The reactants are: [N:1]1[CH:6]=[CH:5][CH:4]=[C:3]2[C:7]3[CH:8]=[CH:9][CH:10]=[CH:11][C:12]=3[CH2:13][C:2]=12.[ClH:14]. (3) Given the product [C:1]1([S:7]([N:10]2[C:14]3=[N:15][CH:16]=[C:17]([C:19]#[C:20][CH2:21][O:22][CH3:23])[CH:18]=[C:13]3[CH:12]=[C:11]2[C:24]([C:49]2[CH:50]=[CH:51][C:46]([S:43]([CH3:42])(=[O:45])=[O:44])=[CH:47][CH:48]=2)=[CH:25][CH:26]2[CH2:30][CH2:29][CH2:28][CH2:27]2)(=[O:9])=[O:8])[CH:6]=[CH:5][CH:4]=[CH:3][CH:2]=1, predict the reactants needed to synthesize it. The reactants are: [C:1]1([S:7]([N:10]2[C:14]3=[N:15][CH:16]=[C:17]([C:19]#[C:20][CH2:21][O:22][CH3:23])[CH:18]=[C:13]3[CH:12]=[C:11]2[C:24](OS(C2C=CC(C)=CC=2)(=O)=O)=[CH:25][CH:26]2[CH2:30][CH2:29][CH2:28][CH2:27]2)(=[O:9])=[O:8])[CH:6]=[CH:5][CH:4]=[CH:3][CH:2]=1.[CH3:42][S:43]([C:46]1[CH:51]=[CH:50][C:49](B(O)O)=[CH:48][CH:47]=1)(=[O:45])=[O:44].C(=O)([O-])[O-].[Na+].[Na+]. (4) Given the product [F:19][C:16]([F:18])([F:17])[C:13]1[N:11]2[CH:12]=[C:7]([N:1]3[CH2:2][CH2:3][N:4]([CH2:28][C:25]4[CH:26]=[N:27][C:22]([C:21]([F:31])([F:20])[F:30])=[CH:23][CH:24]=4)[CH2:5][CH2:6]3)[CH:8]=[CH:9][C:10]2=[N:15][N:14]=1, predict the reactants needed to synthesize it. The reactants are: [N:1]1([C:7]2[CH:8]=[CH:9][C:10]3[N:11]([C:13]([C:16]([F:19])([F:18])[F:17])=[N:14][N:15]=3)[CH:12]=2)[CH2:6][CH2:5][NH:4][CH2:3][CH2:2]1.[F:20][C:21]([F:31])([F:30])[C:22]1[N:27]=[CH:26][C:25]([CH:28]=O)=[CH:24][CH:23]=1. (5) Given the product [CH2:16]([O:23][C:24](=[O:47])[NH:25][C@H:26]1[CH2:31][CH2:30][C@H:29]([C:32]2[O:46][C:36]([CH2:37][O:38][CH2:39][C:40]3[CH:45]=[CH:44][CH:43]=[CH:42][CH:41]=3)=[N:35][N:34]=2)[CH2:28][CH2:27]1)[C:17]1[CH:18]=[CH:19][CH:20]=[CH:21][CH:22]=1, predict the reactants needed to synthesize it. The reactants are: ClC(Cl)(Cl)C(Cl)(Cl)Cl.C(N(CC)CC)C.[CH2:16]([O:23][C:24](=[O:47])[NH:25][C@H:26]1[CH2:31][CH2:30][C@H:29]([C:32]([NH:34][NH:35][C:36](=[O:46])[CH2:37][O:38][CH2:39][C:40]2[CH:45]=[CH:44][CH:43]=[CH:42][CH:41]=2)=O)[CH2:28][CH2:27]1)[C:17]1[CH:22]=[CH:21][CH:20]=[CH:19][CH:18]=1.C1(P(C2C=CC=CC=2)C2C=CC=CC=2)C=CC=CC=1. (6) Given the product [C:24]([C:21]1[N:20]=[C:19]([NH:26][CH:27]2[CH2:32][CH2:31][CH2:30][CH2:29][CH2:28]2)[C:18]([C:16]([NH:15][CH2:14][CH2:13][C:12]2[CH:33]=[CH:34][C:9]([OH:8])=[CH:10][CH:11]=2)=[O:17])=[CH:23][N:22]=1)#[N:25], predict the reactants needed to synthesize it. The reactants are: C([O:8][C:9]1[CH:34]=[CH:33][C:12]([CH2:13][CH2:14][NH:15][C:16]([C:18]2[C:19]([NH:26][CH:27]3[CH2:32][CH2:31][CH2:30][CH2:29][CH2:28]3)=[N:20][C:21]([C:24]#[N:25])=[N:22][CH:23]=2)=[O:17])=[CH:11][CH:10]=1)C1C=CC=CC=1.B(Br)(Br)Br. (7) Given the product [Br:8][C:6]1[CH:5]=[CH:4][C:3]2[O:9][C:13]([C:12]3[CH:16]=[CH:17][C:18]([S:20]([CH3:23])(=[O:21])=[O:22])=[CH:19][C:11]=3[F:10])=[N:1][C:2]=2[CH:7]=1, predict the reactants needed to synthesize it. The reactants are: [NH2:1][C:2]1[CH:7]=[C:6]([Br:8])[CH:5]=[CH:4][C:3]=1[OH:9].[F:10][C:11]1[CH:19]=[C:18]([S:20]([CH3:23])(=[O:22])=[O:21])[CH:17]=[CH:16][C:12]=1[C:13](O)=O.[OH-].[Na+]. (8) Given the product [S:15]1[C:19]([NH:20][S:11]([C:9]2[CH:8]=[CH:7][C:3]3[NH:4][CH2:5][CH2:6][O:1][C:2]=3[CH:10]=2)(=[O:13])=[O:12])=[N:18][CH:17]=[N:16]1, predict the reactants needed to synthesize it. The reactants are: [O:1]1[CH2:6][CH2:5][NH:4][C:3]2[CH:7]=[CH:8][C:9]([S:11](Cl)(=[O:13])=[O:12])=[CH:10][C:2]1=2.[S:15]1[C:19]([NH2:20])=[N:18][CH:17]=[N:16]1.C1COCC1.[OH-].[Na+].